From a dataset of TCR-epitope binding with 47,182 pairs between 192 epitopes and 23,139 TCRs. Binary Classification. Given a T-cell receptor sequence (or CDR3 region) and an epitope sequence, predict whether binding occurs between them. (1) The epitope is FIAGLIAIV. The TCR CDR3 sequence is CATGPGANQPQHF. Result: 0 (the TCR does not bind to the epitope). (2) Result: 1 (the TCR binds to the epitope). The epitope is YLQPRTFLL. The TCR CDR3 sequence is CASTPLNTGELFF. (3) The epitope is GILGFVFTL. The TCR CDR3 sequence is CASSGRSNTEAFF. Result: 1 (the TCR binds to the epitope). (4) The epitope is VTEHDTLLY. The TCR CDR3 sequence is CASSLFGGNTEAFF. Result: 1 (the TCR binds to the epitope).